Predict the reactants needed to synthesize the given product. From a dataset of Full USPTO retrosynthesis dataset with 1.9M reactions from patents (1976-2016). Given the product [NH2:1][C:2]1[C:11]([F:12])=[C:10]([NH:13][CH2:14][CH2:15][NH:16][C:17]2[CH:22]=[CH:21][C:20]([C:23]([OH:25])=[O:24])=[CH:19][N:18]=2)[C:9]([O:28][CH3:29])=[C:8]2[C:3]=1[C:4](=[O:36])[C:5]([C:33]([OH:35])=[O:34])=[CH:6][N:7]2[CH:30]1[CH2:31][CH2:32]1, predict the reactants needed to synthesize it. The reactants are: [NH2:1][C:2]1[C:11]([F:12])=[C:10]([NH:13][CH2:14][CH2:15][NH:16][C:17]2[CH:22]=[CH:21][C:20]([C:23]([O:25]CC)=[O:24])=[CH:19][N:18]=2)[C:9]([O:28][CH3:29])=[C:8]2[C:3]=1[C:4](=[O:36])[C:5]([C:33]([OH:35])=[O:34])=[CH:6][N:7]2[CH:30]1[CH2:32][CH2:31]1.[Na+].[Cl-].